Dataset: Forward reaction prediction with 1.9M reactions from USPTO patents (1976-2016). Task: Predict the product of the given reaction. (1) Given the reactants [Cl-].[C:2]1([CH3:11])[CH:7]=[CH:6][C:5]([C:8](Cl)=[O:9])=[CH:4][CH:3]=1.[O:12]1[CH:16]=[CH:15][CH:14]=[C:13]1[CH2:17][N:18]([CH2:22][C:23]1[CH:28]=[CH:27][C:26]([S:29][C:30]([CH3:39])([CH3:38])[C:31]([O:33][C:34]([CH3:37])([CH3:36])[CH3:35])=[O:32])=[CH:25][CH:24]=1)[CH2:19][C:20]#[CH:21].O, predict the reaction product. The product is: [O:12]1[CH:16]=[CH:15][CH:14]=[C:13]1[CH2:17][N:18]([CH2:22][C:23]1[CH:24]=[CH:25][C:26]([S:29][C:30]([CH3:39])([CH3:38])[C:31]([O:33][C:34]([CH3:37])([CH3:36])[CH3:35])=[O:32])=[CH:27][CH:28]=1)[CH2:19][C:20]#[C:21][C:8]([C:5]1[CH:6]=[CH:7][C:2]([CH3:11])=[CH:3][CH:4]=1)=[O:9]. (2) The product is: [CH2:1]([C:8]1[CH:9]=[C:10]([Br:15])[C:11]([NH2:14])=[N:12][CH:13]=1)[C:2]1[CH:3]=[CH:4][CH:5]=[CH:6][CH:7]=1. Given the reactants [CH2:1]([C:8]1[CH:9]=[CH:10][C:11]([NH2:14])=[N:12][CH:13]=1)[C:2]1[CH:7]=[CH:6][CH:5]=[CH:4][CH:3]=1.[Br:15]Br.C([O-])(O)=O.[Na+], predict the reaction product. (3) Given the reactants [CH3:1][C:2]1[O:8][CH:7]=[C:6]([OH:9])[C:4](=[O:5])[CH:3]=1.[CH:10](=[O:12])[CH3:11], predict the reaction product. The product is: [OH:12][CH:10]([C:7]1[O:8][C:2]([CH3:1])=[CH:3][C:4](=[O:5])[C:6]=1[OH:9])[CH3:11]. (4) Given the reactants [CH:1]([N:14]1[CH2:17][C:16](=[N:18][CH2:19][C@H:20]([OH:37])[CH2:21][O:22][C:23]2[CH:28]=[CH:27][C:26]([O:29][CH2:30][C:31]3[CH:36]=[CH:35][CH:34]=[CH:33][CH:32]=3)=[CH:25][CH:24]=2)[CH2:15]1)([C:8]1[CH:13]=[CH:12][CH:11]=[CH:10][CH:9]=1)[C:2]1[CH:7]=[CH:6][CH:5]=[CH:4][CH:3]=1.B.O1CCCC1, predict the reaction product. The product is: [CH:1]([N:14]1[CH2:15][CH:16]([NH:18][CH2:19][C@H:20]([OH:37])[CH2:21][O:22][C:23]2[CH:24]=[CH:25][C:26]([O:29][CH2:30][C:31]3[CH:32]=[CH:33][CH:34]=[CH:35][CH:36]=3)=[CH:27][CH:28]=2)[CH2:17]1)([C:2]1[CH:3]=[CH:4][CH:5]=[CH:6][CH:7]=1)[C:8]1[CH:13]=[CH:12][CH:11]=[CH:10][CH:9]=1. (5) Given the reactants [NH2:1][CH:2]([C:6]1[CH:11]=[CH:10][CH:9]=[CH:8][CH:7]=1)[C:3]([OH:5])=[O:4].[OH-].[Na+].Cl[C:15]([O:17][CH:18]([CH3:20])[CH3:19])=[O:16].Cl, predict the reaction product. The product is: [CH:18]([O:17][C:15]([NH:1][CH:2]([C:6]1[CH:11]=[CH:10][CH:9]=[CH:8][CH:7]=1)[C:3]([OH:5])=[O:4])=[O:16])([CH3:20])[CH3:19]. (6) Given the reactants [Br:1][C:2]1[CH:11]=[C:6]([C:7]([O:9][CH3:10])=[O:8])[C:5]([OH:12])=[CH:4][CH:3]=1.[H-].[Na+].Br[C:16]1[CH:17]=[N+:18]([O-:25])[CH:19]=[CH:20][C:21]=1[N+:22]([O-:24])=[O:23].O, predict the reaction product. The product is: [Br:1][C:2]1[CH:3]=[CH:4][C:5]([O:12][C:16]2[CH:17]=[N+:18]([O-:25])[CH:19]=[CH:20][C:21]=2[N+:22]([O-:24])=[O:23])=[C:6]([C:7]([O:9][CH3:10])=[O:8])[CH:11]=1. (7) Given the reactants [F:1][C:2]1([F:33])[CH2:7][CH2:6][CH:5]([NH:8][C:9]2[N:14]=[C:13]([NH:15][C:16]3[CH:21]=[C:20]([F:22])[CH:19]=[C:18]([F:23])[CH:17]=3)[N:12]=[C:11]([C:24]3[C:29]([F:30])=[CH:28][CH:27]=[C:26]([NH:31]N)[N:25]=3)[N:10]=2)[CH2:4][CH2:3]1, predict the reaction product. The product is: [NH2:31][C:26]1[N:25]=[C:24]([C:11]2[N:10]=[C:9]([NH:8][CH:5]3[CH2:6][CH2:7][C:2]([F:1])([F:33])[CH2:3][CH2:4]3)[N:14]=[C:13]([NH:15][C:16]3[CH:17]=[C:18]([F:23])[CH:19]=[C:20]([F:22])[CH:21]=3)[N:12]=2)[C:29]([F:30])=[CH:28][CH:27]=1.